This data is from Peptide-MHC class I binding affinity with 185,985 pairs from IEDB/IMGT. The task is: Regression. Given a peptide amino acid sequence and an MHC pseudo amino acid sequence, predict their binding affinity value. This is MHC class I binding data. (1) The peptide sequence is LDHVNTLHF. The MHC is HLA-A26:01 with pseudo-sequence HLA-A26:01. The binding affinity (normalized) is 0. (2) The peptide sequence is GMGEAAAIF. The MHC is HLA-B15:02 with pseudo-sequence HLA-B15:02. The binding affinity (normalized) is 0.532. (3) The binding affinity (normalized) is 0.728. The peptide sequence is YVYPDNLPR. The MHC is HLA-A26:03 with pseudo-sequence HLA-A26:03. (4) The peptide sequence is MSLNFPIAK. The MHC is Mamu-A20102 with pseudo-sequence Mamu-A20102. The binding affinity (normalized) is 0.0387. (5) The peptide sequence is RVPRNLTLSK. The MHC is HLA-A11:01 with pseudo-sequence HLA-A11:01. The binding affinity (normalized) is 0.804. (6) The peptide sequence is STRTIILVGY. The MHC is HLA-A33:01 with pseudo-sequence HLA-A33:01. The binding affinity (normalized) is 0.169. (7) The peptide sequence is SKLPNFEEI. The MHC is HLA-A02:01 with pseudo-sequence HLA-A02:01. The binding affinity (normalized) is 0.0529.